Dataset: Reaction yield outcomes from USPTO patents with 853,638 reactions. Task: Predict the reaction yield, written as a fraction of the theoretical maximum amount of product (1.0 means a 100% yield; for example, 0.34 means a 34% yield). (1) The reactants are [OH:1][CH:2]([CH:16]1[CH2:20][CH2:19][S:18][C:17]1=[O:21])[C:3]1[CH:8]=[CH:7][C:6]([CH:9]([CH3:15])[C:10]([O:12]CC)=[O:11])=[CH:5][CH:4]=1.S(=O)(=O)(O)O.O. The catalyst is O1CCOCC1. The product is [OH:1][CH:2]([CH:16]1[CH2:20][CH2:19][S:18][C:17]1=[O:21])[C:3]1[CH:8]=[CH:7][C:6]([CH:9]([CH3:15])[C:10]([OH:12])=[O:11])=[CH:5][CH:4]=1. The yield is 0.660. (2) The reactants are Br[C:2]1[C:7]([O:8][CH3:9])=[CH:6][C:5]([CH:10]=[CH:11][C:12]2[CH:17]=[CH:16][CH:15]=[CH:14][CH:13]=2)=[CH:4][C:3]=1[O:18][CH3:19].[CH2:20](I)[CH3:21].O. The catalyst is C1COCC1. The product is [CH3:19][O:18][C:3]1[CH:4]=[C:5]([CH:10]=[CH:11][C:12]2[CH:17]=[CH:16][CH:15]=[CH:14][CH:13]=2)[CH:6]=[C:7]([O:8][CH3:9])[C:2]=1[CH2:20][CH3:21]. The yield is 0.700.